This data is from Reaction yield outcomes from USPTO patents with 853,638 reactions. The task is: Predict the reaction yield, written as a fraction of the theoretical maximum amount of product (1.0 means a 100% yield; for example, 0.34 means a 34% yield). (1) The reactants are [NH2:1][C:2]1[CH:3]=[CH:4][C:5]([O:27][CH3:28])=[C:6]([NH:8][C:9]2[N:14]=[C:13]3[N:15]([CH3:26])[C:16](=[O:25])[N:17]([C:19]4[CH:24]=[CH:23][CH:22]=[CH:21][CH:20]=4)[CH2:18][C:12]3=[CH:11][N:10]=2)[CH:7]=1.CCN(C(C)C)C(C)C.[CH3:38][N:39]([CH3:46])[CH2:40]/[CH:41]=[CH:42]/[C:43](Cl)=[O:44].C(O)(C(F)(F)F)=O. The catalyst is C1COCC1. The product is [CH3:38][N:39]([CH3:46])[CH2:40]/[CH:41]=[CH:42]/[C:43]([NH:1][C:2]1[CH:3]=[CH:4][C:5]([O:27][CH3:28])=[C:6]([NH:8][C:9]2[N:10]=[CH:11][C:12]3[CH2:18][N:17]([C:19]4[CH:24]=[CH:23][CH:22]=[CH:21][CH:20]=4)[C:16](=[O:25])[N:15]([CH3:26])[C:13]=3[N:14]=2)[CH:7]=1)=[O:44]. The yield is 0.550. (2) The reactants are C([O:5][C:6]([C:8]1([S:14]([C:17]2[CH:18]=[N:19][C:20]([C:23]3[CH:28]=[CH:27][C:26]([CH2:29][CH2:30][CH2:31][CH2:32][CH3:33])=[CH:25][CH:24]=3)=[CH:21][CH:22]=2)(=[O:16])=[O:15])[CH2:13][CH2:12][O:11][CH2:10][CH2:9]1)=[O:7])(C)(C)C.[F:34][C:35]([F:40])([F:39])[C:36]([OH:38])=[O:37]. The catalyst is ClCCl. The product is [F:34][C:35]([F:40])([F:39])[C:36]([OH:38])=[O:37].[CH2:29]([C:26]1[CH:27]=[CH:28][C:23]([C:20]2[N:19]=[CH:18][C:17]([S:14]([C:8]3([C:6]([OH:7])=[O:5])[CH2:13][CH2:12][O:11][CH2:10][CH2:9]3)(=[O:16])=[O:15])=[CH:22][CH:21]=2)=[CH:24][CH:25]=1)[CH2:30][CH2:31][CH2:32][CH3:33]. The yield is 0.970. (3) The reactants are [Cl:1][C:2]1[CH:15]=[C:14]([CH:16]=[CH2:17])[CH:13]=[CH:12][C:3]=1[CH2:4][NH:5][C:6]1[CH:11]=[CH:10][CH:9]=[CH:8][N:7]=1.Br[CH:19]([C:24]1[CH:25]=[C:26]([Cl:32])[C:27]([Cl:31])=[C:28]([Cl:30])[CH:29]=1)[C:20]([F:23])([F:22])[F:21].N1C=CC=CC=1C1C=CC=CN=1. The catalyst is ClC1C=CC=CC=1Cl.Cl[Cu]. The product is [Cl:1][C:2]1[CH:15]=[C:14](/[CH:16]=[CH:17]/[CH:19]([C:24]2[CH:25]=[C:26]([Cl:32])[C:27]([Cl:31])=[C:28]([Cl:30])[CH:29]=2)[C:20]([F:22])([F:21])[F:23])[CH:13]=[CH:12][C:3]=1[CH2:4][NH:5][C:6]1[CH:11]=[CH:10][CH:9]=[CH:8][N:7]=1. The yield is 0.350. (4) The reactants are [C:1]([O:5][C:6]([N:8]1[CH2:13][CH2:12][N:11]([CH2:14][C:15]2[CH:20]=[CH:19][CH:18]=[CH:17][CH:16]=2)[CH2:10][C@H:9]1[C:21]([OH:23])=O)=[O:7])([CH3:4])([CH3:3])[CH3:2].C(NC(C)C)(C)C.[C@H:31]1([NH2:41])[C:40]2[C:35](=[CH:36][CH:37]=[CH:38][CH:39]=2)[CH2:34][CH2:33][CH2:32]1.CN(C(ON1N=NC2C=CC=CC1=2)=[N+](C)C)C.F[P-](F)(F)(F)(F)F.C1C=CC2N(O)N=NC=2C=1. The catalyst is CCOC(C)=O.CN(C=O)C. The product is [C:1]([O:5][C:6]([N:8]1[CH2:13][CH2:12][N:11]([CH2:14][C:15]2[CH:20]=[CH:19][CH:18]=[CH:17][CH:16]=2)[CH2:10][C@H:9]1[C:21](=[O:23])[NH:41][C@H:31]1[C:40]2[C:35](=[CH:36][CH:37]=[CH:38][CH:39]=2)[CH2:34][CH2:33][CH2:32]1)=[O:7])([CH3:2])([CH3:3])[CH3:4]. The yield is 0.930.